From a dataset of Reaction yield outcomes from USPTO patents with 853,638 reactions. Predict the reaction yield, written as a fraction of the theoretical maximum amount of product (1.0 means a 100% yield; for example, 0.34 means a 34% yield). The reactants are C(O)C.C(O[CH2:12][C:13]1([CH3:39])[CH2:17][C:16]2[C:18]([CH3:38])=[C:19]([N:24]3[CH2:29][CH2:28][N:27]([C:30]4[CH:35]=[CH:34][C:33]([O:36][CH3:37])=[CH:32][CH:31]=4)[CH2:26][CH2:25]3)[C:20]([CH3:23])=[C:21]([CH3:22])[C:15]=2[O:14]1)C1C=CC=CC=1.[CH:40]([OH:42])=[O:41]. The catalyst is [C].[Pd]. The product is [CH:40]([O:42][CH2:12][C:13]1([CH3:39])[CH2:17][C:16]2[C:18]([CH3:38])=[C:19]([N:24]3[CH2:29][CH2:28][N:27]([C:30]4[CH:31]=[CH:32][C:33]([O:36][CH3:37])=[CH:34][CH:35]=4)[CH2:26][CH2:25]3)[C:20]([CH3:23])=[C:21]([CH3:22])[C:15]=2[O:14]1)=[O:41]. The yield is 0.490.